From a dataset of Peptide-MHC class I binding affinity with 185,985 pairs from IEDB/IMGT. Regression. Given a peptide amino acid sequence and an MHC pseudo amino acid sequence, predict their binding affinity value. This is MHC class I binding data. (1) The peptide sequence is HVVNYNGLL. The MHC is HLA-A03:01 with pseudo-sequence HLA-A03:01. The binding affinity (normalized) is 0.0847. (2) The peptide sequence is LEHGLYPQL. The MHC is HLA-B39:01 with pseudo-sequence HLA-B39:01. The binding affinity (normalized) is 0.368. (3) The peptide sequence is QTPGVKIAP. The MHC is HLA-B40:01 with pseudo-sequence HLA-B40:01. The binding affinity (normalized) is 0.0847. (4) The peptide sequence is FVRQCFNPM. The MHC is HLA-B27:05 with pseudo-sequence HLA-B27:05. The binding affinity (normalized) is 0.198. (5) The peptide sequence is LPVEYLQVP. The MHC is HLA-A68:02 with pseudo-sequence HLA-A68:02. The binding affinity (normalized) is 0.0847. (6) The peptide sequence is LDKGKLWHL. The MHC is HLA-B27:05 with pseudo-sequence HLA-B27:05. The binding affinity (normalized) is 0.0847. (7) The peptide sequence is AVYLLDGLR. The MHC is HLA-A02:01 with pseudo-sequence HLA-A02:01. The binding affinity (normalized) is 0.0847. (8) The peptide sequence is CAGGYYDVY. The MHC is HLA-A01:01 with pseudo-sequence HLA-A01:01. The binding affinity (normalized) is 0.263. (9) The binding affinity (normalized) is 0.605. The peptide sequence is ATLGTVILLV. The MHC is HLA-A02:01 with pseudo-sequence HLA-A02:01. (10) The peptide sequence is YHDPETAAA. The MHC is HLA-A24:03 with pseudo-sequence HLA-A24:03. The binding affinity (normalized) is 0.213.